The task is: Predict the reactants needed to synthesize the given product.. This data is from Full USPTO retrosynthesis dataset with 1.9M reactions from patents (1976-2016). (1) Given the product [CH3:1][C:2]1[N:3]=[CH:4][N:5]([C:7]2[CH:12]=[CH:11][C:10]([NH2:13])=[CH:9][C:8]=2[C:16]([F:19])([F:17])[F:18])[CH:6]=1, predict the reactants needed to synthesize it. The reactants are: [CH3:1][C:2]1[N:3]=[CH:4][N:5]([C:7]2[CH:12]=[CH:11][C:10]([N+:13]([O-])=O)=[CH:9][C:8]=2[C:16]([F:19])([F:18])[F:17])[CH:6]=1. (2) The reactants are: [C:1]([C:5]1[C:10]([Cl:11])=[CH:9][C:8]([C:12]2[N:13]([C:31](Cl)=[O:32])[C@H:14]([C:24]3[CH:29]=[CH:28][C:27]([Cl:30])=[CH:26][CH:25]=3)[C@H:15]([C:17]3[CH:22]=[CH:21][C:20]([Cl:23])=[CH:19][CH:18]=3)[N:16]=2)=[C:7]([O:34][CH2:35][CH3:36])[CH:6]=1)([CH3:4])([CH3:3])[CH3:2].Cl.[N:38]1([CH2:44][CH2:45][NH:46][C:47](=[O:49])[CH3:48])[CH2:43][CH2:42][NH:41][CH2:40][CH2:39]1. Given the product [ClH:11].[C:1]([C:5]1[C:10]([Cl:11])=[CH:9][C:8]([C:12]2[N:13]([C:31]([N:41]3[CH2:40][CH2:39][N:38]([CH2:44][CH2:45][NH:46][C:47](=[O:49])[CH3:48])[CH2:43][CH2:42]3)=[O:32])[C@H:14]([C:24]3[CH:25]=[CH:26][C:27]([Cl:30])=[CH:28][CH:29]=3)[C@H:15]([C:17]3[CH:18]=[CH:19][C:20]([Cl:23])=[CH:21][CH:22]=3)[N:16]=2)=[C:7]([O:34][CH2:35][CH3:36])[CH:6]=1)([CH3:2])([CH3:4])[CH3:3], predict the reactants needed to synthesize it. (3) The reactants are: C[O:2][C:3](=[O:39])[C:4]1[CH:9]=[CH:8][C:7]([NH:10][CH2:11][CH2:12][C:13]2[C:21]3[C:16](=[CH:17][CH:18]=[C:19]([Cl:22])[CH:20]=3)[N:15]([CH:23]([C:30]3[CH:35]=[CH:34][CH:33]=[CH:32][CH:31]=3)[C:24]3[CH:29]=[CH:28][CH:27]=[CH:26][CH:25]=3)[C:14]=2[CH2:36][CH2:37][NH2:38])=[CH:6][CH:5]=1.[C:40]1([CH2:46][S:47](Cl)(=[O:49])=[O:48])[CH:45]=[CH:44][CH:43]=[CH:42][CH:41]=1. Given the product [CH:23]([N:15]1[C:16]2[C:21](=[CH:20][C:19]([Cl:22])=[CH:18][CH:17]=2)[C:13]([CH2:12][CH2:11][NH:10][C:7]2[CH:6]=[CH:5][C:4]([C:3]([OH:2])=[O:39])=[CH:9][CH:8]=2)=[C:14]1[CH2:36][CH2:37][NH:38][S:47]([CH2:46][C:40]1[CH:45]=[CH:44][CH:43]=[CH:42][CH:41]=1)(=[O:49])=[O:48])([C:24]1[CH:29]=[CH:28][CH:27]=[CH:26][CH:25]=1)[C:30]1[CH:31]=[CH:32][CH:33]=[CH:34][CH:35]=1, predict the reactants needed to synthesize it. (4) Given the product [O:27]=[C:18]1[C:19]2[C:24](=[CH:23][CH:22]=[CH:21][CH:20]=2)[C:25](=[O:26])[N:17]1[CH2:16][CH2:15][CH2:14][CH2:13][CH2:12][CH2:11][N:10]([CH2:9][CH2:8][C:5]1[CH:6]=[CH:7][C:2]([NH:1][S:47]([CH3:50])(=[O:49])=[O:48])=[CH:3][CH:4]=1)[CH2:28][CH2:29][O:30][C:31]1[CH:32]=[CH:33][C:34]([NH:37][S:47]([CH3:50])(=[O:49])=[O:48])=[CH:35][CH:36]=1, predict the reactants needed to synthesize it. The reactants are: [NH2:1][C:2]1[CH:7]=[CH:6][C:5]([CH2:8][CH2:9][N:10]([CH2:28][CH2:29][O:30][C:31]2[CH:36]=[CH:35][C:34]([NH2:37])=[CH:33][CH:32]=2)[CH2:11][CH2:12][CH2:13][CH2:14][CH2:15][CH2:16][N:17]2[C:25](=[O:26])[C:24]3[C:19](=[CH:20][CH:21]=[CH:22][CH:23]=3)[C:18]2=[O:27])=[CH:4][CH:3]=1.CCN(C(C)C)C(C)C.[S:47](Cl)([CH3:50])(=[O:49])=[O:48].